This data is from Reaction yield outcomes from USPTO patents with 853,638 reactions. The task is: Predict the reaction yield, written as a fraction of the theoretical maximum amount of product (1.0 means a 100% yield; for example, 0.34 means a 34% yield). The reactants are [CH:1]1([S:4](Cl)(=[O:6])=[O:5])[CH2:3][CH2:2]1.N1C=CC=CC=1.[CH3:14][CH2:15][CH2:16][CH2:17][OH:18]. No catalyst specified. The product is [CH:1]1([S:4]([O:18][CH2:17][CH2:16][CH2:15][CH3:14])(=[O:6])=[O:5])[CH2:3][CH2:2]1. The yield is 0.740.